From a dataset of Full USPTO retrosynthesis dataset with 1.9M reactions from patents (1976-2016). Predict the reactants needed to synthesize the given product. (1) Given the product [OH:34][C@H:32]([CH3:33])[C@H:27]([NH:26][C:16]([C@@H:12]1[CH2:13][CH2:14][CH2:15][N:11]1[C:9]([O:8][CH2:1][C:2]1[CH:3]=[CH:4][CH:5]=[CH:6][CH:7]=1)=[O:10])=[O:18])[C:28]([O:30][CH3:31])=[O:29], predict the reactants needed to synthesize it. The reactants are: [CH2:1]([O:8][C:9]([N:11]1[CH2:15][CH2:14][CH2:13][C@H:12]1[C:16]([OH:18])=O)=[O:10])[C:2]1[CH:7]=[CH:6][CH:5]=[CH:4][CH:3]=1.CN1CCOCC1.[NH2:26][C@@H:27]([C@H:32]([OH:34])[CH3:33])[C:28]([O:30][CH3:31])=[O:29]. (2) Given the product [CH2:8]([O:7][C:1](=[O:6])[CH:2]=[C:3]([NH:13][CH:10]1[CH2:12][CH2:11]1)[CH3:5])[CH3:9], predict the reactants needed to synthesize it. The reactants are: [C:1]([O:7][CH2:8][CH3:9])(=[O:6])[CH2:2][C:3]([CH3:5])=O.[CH:10]1([NH2:13])[CH2:12][CH2:11]1. (3) Given the product [F:4][C:5]1[CH:10]=[C:9]([F:11])[C:8]([C:12]2[C:17]([CH3:18])=[CH:16][C:15]([C:19]3[N:23]=[CH:22][N:21]([CH2:24][C:25]([OH:28])([CH3:27])[CH3:26])[N:20]=3)=[CH:14][C:13]=2[CH3:29])=[CH:7][C:6]=1[CH2:30][O:31][C:32]1[N:37]=[CH:36][C:35]2[C@@H:38]3[C@@H:41]([C:42]([OH:44])=[O:43])[C@@H:39]3[CH2:40][C:34]=2[CH:33]=1, predict the reactants needed to synthesize it. The reactants are: O.[OH-].[Li+].[F:4][C:5]1[CH:10]=[C:9]([F:11])[C:8]([C:12]2[C:17]([CH3:18])=[CH:16][C:15]([C:19]3[N:23]=[CH:22][N:21]([CH2:24][C:25]([OH:28])([CH3:27])[CH3:26])[N:20]=3)=[CH:14][C:13]=2[CH3:29])=[CH:7][C:6]=1[CH2:30][O:31][C:32]1[N:37]=[CH:36][C:35]2[C@@H:38]3[C@@H:41]([C:42]([O:44]C(C)(C)C)=[O:43])[C@@H:39]3[CH2:40][C:34]=2[CH:33]=1.Cl. (4) The reactants are: Cl[C:2]1[CH:7]=[CH:6][N:5]=[C:4]([C:8]2[S:9][CH:10]=[CH:11][CH:12]=2)[CH:3]=1.[CH3:13][N:14]1[CH2:19][CH2:18][NH:17][CH2:16][CH2:15]1.CC(O)C. Given the product [CH3:13][N:14]1[CH2:19][CH2:18][N:17]([C:2]2[CH:7]=[CH:6][N:5]=[C:4]([C:8]3[S:9][CH:10]=[CH:11][CH:12]=3)[CH:3]=2)[CH2:16][CH2:15]1, predict the reactants needed to synthesize it.